From a dataset of Catalyst prediction with 721,799 reactions and 888 catalyst types from USPTO. Predict which catalyst facilitates the given reaction. (1) Reactant: C[O:2][C:3](=[O:27])[C:4]1[CH:9]=[CH:8][C:7]([C:10]2[CH:11]=[C:12]3[C:16](=[CH:17][CH:18]=2)[NH:15][C:14]([C:19]2[CH:24]=[CH:23][CH:22]=[CH:21][C:20]=2[Cl:25])=[CH:13]3)=[C:6]([CH3:26])[CH:5]=1.[OH-].[K+]. Product: [Cl:25][C:20]1[CH:21]=[CH:22][CH:23]=[CH:24][C:19]=1[C:14]1[NH:15][C:16]2[C:12]([CH:13]=1)=[CH:11][C:10]([C:7]1[CH:8]=[CH:9][C:4]([C:3]([OH:27])=[O:2])=[CH:5][C:6]=1[CH3:26])=[CH:18][CH:17]=2. The catalyst class is: 88. (2) Reactant: Cl[C:2]1[N:7]=[CH:6][N:5]=[C:4]([NH:8][C:9]2[C:10]([CH3:19])=[N:11][C:12]([S:15]([CH3:18])(=[O:17])=[O:16])=[CH:13][CH:14]=2)[C:3]=1[O:20][CH3:21].[OH:22][CH:23]1[CH2:28][CH2:27][N:26]([C:29]([O:31][CH:32]([CH3:34])[CH3:33])=[O:30])[CH2:25][CH2:24]1.CN(C)CC(N(C)C)C.CC(C)([O-])C.[K+]. Product: [CH:32]([O:31][C:29]([N:26]1[CH2:25][CH2:24][CH:23]([O:22][C:2]2[C:3]([O:20][CH3:21])=[C:4]([NH:8][C:9]3[C:10]([CH3:19])=[N:11][C:12]([S:15]([CH3:18])(=[O:17])=[O:16])=[CH:13][CH:14]=3)[N:5]=[CH:6][N:7]=2)[CH2:28][CH2:27]1)=[O:30])([CH3:34])[CH3:33]. The catalyst class is: 1. (3) Reactant: [CH3:1][O:2][C:3]1[CH:4]=[C:5]([CH:8]=[CH:9][C:10]=1[O:11][S:12]([C:15]1[CH:21]=[CH:20][C:18]([CH3:19])=[CH:17][CH:16]=1)(=[O:14])=[O:13])[CH2:6]Cl.C1OCCOCCOCCOCCOCCOC1.[C-:40]#[N:41].[K+]. Product: [CH3:1][O:2][C:3]1[CH:4]=[C:5]([CH2:6][C:40]#[N:41])[CH:8]=[CH:9][C:10]=1[O:11][S:12]([C:15]1[CH:21]=[CH:20][C:18]([CH3:19])=[CH:17][CH:16]=1)(=[O:14])=[O:13]. The catalyst class is: 10. (4) Reactant: [CH3:1][O:2][C:3]1[CH:4]=[C:5]2[C:10](=[CH:11][CH:12]=1)[CH:9]([CH:13]1[CH2:18][CH2:17][N:16]([S:19]([C:22]3[N:23]=[CH:24][N:25]([CH3:27])[CH:26]=3)(=[O:21])=[O:20])[CH2:15][CH2:14]1)[NH:8][CH2:7][CH2:6]2.C(N(CC)CC)C.[F:35][C:36]([F:47])([F:46])[C:37](O[C:37](=[O:38])[C:36]([F:47])([F:46])[F:35])=[O:38]. Product: [F:35][C:36]([F:47])([F:46])[C:37]([N:8]1[CH2:7][CH2:6][C:5]2[C:10](=[CH:11][CH:12]=[C:3]([O:2][CH3:1])[CH:4]=2)[CH:9]1[CH:13]1[CH2:18][CH2:17][N:16]([S:19]([C:22]2[N:23]=[CH:24][N:25]([CH3:27])[CH:26]=2)(=[O:21])=[O:20])[CH2:15][CH2:14]1)=[O:38]. The catalyst class is: 2. (5) Reactant: Cl[O-].[Na+].[CH2:4]([C:7]1[CH:15]=[CH:14][CH:13]=[C:12]([Cl:16])[C:8]=1[CH:9]=[N:10][OH:11])[CH:5]=[CH2:6].C([O-])(=O)C.[Na+]. Product: [Cl:16][C:12]1[CH:13]=[CH:14][CH:15]=[C:7]2[C:8]=1[C:9]1=[N:10][O:11][CH2:6][CH:5]1[CH2:4]2. The catalyst class is: 2. (6) Reactant: C(OC([N:8]1[CH2:12][CH2:11][C:10]2([CH2:16][CH2:15][N:14]([CH:17]3[CH2:19][CH2:18]3)[CH2:13]2)[CH2:9]1)=O)(C)(C)C.[ClH:20]. Product: [CH:17]1([N:14]2[CH2:15][CH2:16][C:10]3([CH2:11][CH2:12][NH:8][CH2:9]3)[CH2:13]2)[CH2:19][CH2:18]1.[ClH:20]. The catalyst class is: 12. (7) Reactant: [Br:1][C:2]1[CH:27]=[CH:26][C:5]2[N:6]=[C:7]([NH:9][C:10]3[N:15]=[C:14]([NH:16][C@H:17]4[CH2:22][CH2:21][C@H:20]([OH:23])[CH2:19][CH2:18]4)[N:13]=[C:12]([CH:24]=O)[CH:11]=3)[S:8][C:4]=2[CH:3]=1.[NH:28]1[CH2:33][CH2:32][CH2:31][CH2:30][CH2:29]1.C(O[BH-](OC(=O)C)OC(=O)C)(=O)C.[Na+].C(=O)(O)[O-].[Na+]. Product: [Br:1][C:2]1[CH:27]=[CH:26][C:5]2[N:6]=[C:7]([NH:9][C:10]3[CH:11]=[C:12]([CH2:24][N:28]4[CH2:33][CH2:32][CH2:31][CH2:30][CH2:29]4)[N:13]=[C:14]([NH:16][C@H:17]4[CH2:18][CH2:19][C@H:20]([OH:23])[CH2:21][CH2:22]4)[N:15]=3)[S:8][C:4]=2[CH:3]=1. The catalyst class is: 217. (8) Reactant: [CH3:1][NH:2][C:3]1[CH:4]=[CH:5][C:6]2[CH2:12][CH2:11][N:10]([C:13]([O:15][C:16]([CH3:19])([CH3:18])[CH3:17])=[O:14])[CH2:9][CH2:8][C:7]=2[N:20]=1.[C:21](Cl)(=[O:23])[CH3:22].C(N(CC)CC)C. Product: [C:21]([N:2]([CH3:1])[C:3]1[CH:4]=[CH:5][C:6]2[CH2:12][CH2:11][N:10]([C:13]([O:15][C:16]([CH3:17])([CH3:18])[CH3:19])=[O:14])[CH2:9][CH2:8][C:7]=2[N:20]=1)(=[O:23])[CH3:22]. The catalyst class is: 4.